Dataset: Reaction yield outcomes from USPTO patents with 853,638 reactions. Task: Predict the reaction yield, written as a fraction of the theoretical maximum amount of product (1.0 means a 100% yield; for example, 0.34 means a 34% yield). (1) The reactants are [NH2:1][C:2]1[S:3][CH:4]=[C:5]([CH2:7][NH:8][C:9]2[N:14]=[C:13]([CH3:15])[N:12]=[C:11]([NH:16][NH2:17])[C:10]=2[F:18])[N:6]=1.[CH:19]1([CH2:24][C@H:25]([CH2:29][N:30]([CH:38]=[O:39])[O:31][CH:32]2[CH2:37][CH2:36][CH2:35][CH2:34][O:33]2)[C:26](O)=[O:27])[CH2:23][CH2:22][CH2:21][CH2:20]1.C1C=NC2N(O)N=NC=2C=1.CN1CCOCC1.C(Cl)CCl. The catalyst is CN(C=O)C. The product is [NH2:1][C:2]1[S:3][CH:4]=[C:5]([CH2:7][NH:8][C:9]2[N:14]=[C:13]([CH3:15])[N:12]=[C:11]([NH:16][NH:17][C:26](=[O:27])[C@H:25]([CH2:24][CH:19]3[CH2:20][CH2:21][CH2:22][CH2:23]3)[CH2:29][N:30]([O:31][CH:32]3[CH2:37][CH2:36][CH2:35][CH2:34][O:33]3)[CH:38]=[O:39])[C:10]=2[F:18])[N:6]=1. The yield is 0.460. (2) The reactants are [Br:1][C:2]1[CH:3]=[N:4][CH:5]=[C:6]([CH:9]=1)[CH:7]=[O:8].[F:10][C:11]([Si](C)(C)C)([F:13])[F:12].[F-].C([N+](CCCC)(CCCC)CCCC)CCC. The catalyst is O1CCCC1. The product is [Br:1][C:2]1[CH:9]=[C:6]([CH:7]([OH:8])[C:11]([F:13])([F:12])[F:10])[CH:5]=[N:4][CH:3]=1. The yield is 1.00.